This data is from Human Reference Interactome with 51,813 positive PPI pairs across 8,248 proteins, plus equal number of experimentally-validated negative pairs. The task is: Binary Classification. Given two protein amino acid sequences, predict whether they physically interact or not. (1) Protein 1 (ENSG00000180318) has sequence MEFLSEKFALKSPPSKNSDFYMGAGGPLEHVMETLDNESFYSKASAGKCVQAFGPLPRAEHHVRLERTSPCQDSSVNYGITKVEGQPLHTELNRAMDNCNSLRMSPVKGMQEKGELDELGDKCDSNVSSSKKRRHRTTFTSLQLEELEKVFQKTHYPDVYVREQLALRTELTEARVQVWFQNRRAKWRKRERYGQIQQAKSHFAATYDISVLPRTDSYPQIQNNLWAGNASGGSVVTSCMLPRDTSSCMTPYSHSPRTDSSYTGFSNHQNQFSHVPLNNFFTDSLLTGATNGHAFETKPE.... Protein 2 (ENSG00000183313) has sequence MTLVSFFSFLSKPLIMLLSNSSWRLSQPSFLLVGIPGLEESQHWIALPLGILYLLALVGNVTILFIIWMDPSLHQSMYLFLSMLAAIDLVLASSTAPKALAVLLVHAHEIGYIVCLIQMFFIHAFSSMESGVLVAMALDRYVAICHPLHHSTILHPGVIGRIGMVVLVRGLLLLIPFPILLGTLIFCQATIIGHAYCEHMAVVKLACSETTVNRAYGLTMALLVIGLDVLAIGVSYAHILQAVLKVPGSEARLKAFSTCGSHICVILVFYVPGIFSFLTHRFGHHVPHHVHVLLATRYLL.... Result: 1 (the proteins interact). (2) Protein 1 (ENSG00000166783) has sequence MMEGNGTENSCSRTRGWLQQDNDAKPWLWKFSNCFSRPEQTLPHSPQTKEYMENKKVAVELKDVPSPLHAGSKLFPAVPLPDIRSLQQPKIQLSSVPKVSCCAHCPNEPSTSPMRFGGGGGGSGGTSSLIHPGALLDSQSTRTITCQVGSGFAFQSASSLQNASARNNLAGIASDFPSMCLESNLSSCKHLPCCGKLHFQSCHGNVHKLHQFPSLQGCTSAGYFPCSDFTSGAPGHLEEHISQSELTPHLCTNSLHLNVVPPVCLKGSLYCEDCLNKPARNSIIDAAKVWPNIPPPNTQP.... Protein 2 (ENSG00000196363) has sequence MATEEKKPETEAARAQPTPSSSATQSKPTPVKPNYALKFTLAGHTKAVSSVKFSPNGEWLASSSADKLIKIWGAYDGKFEKTISGHKLGISDVAWSSDSNLLVSASDDKTLKIWDVSSGKCLKTLKGHSNYVFCCNFNPQSNLIVSGSFDESVRIWDVKTGKCLKTLPAHSDPVSAVHFNRDGSLIVSSSYDGLCRIWDTASGQCLKTLIDDDNPPVSFVKFSPNGKYILAATLDNTLKLWDYSKGKCLKTYTGHKNEKYCIFANFSVTGGKWIVSGSEDNLVYIWNLQTKEIVQKLQGH.... Result: 1 (the proteins interact). (3) Protein 1 (ENSG00000064489) has sequence MEEPEMQLKGKKVTDKFTESVYVLANEPSVALYRLQEHVRRSLPELAQHKADMQRWEEQSQGAIYTVEYACSAVKNLVDSSVYFRSVEGLLKQAISIRDHMNASAQGHSPEEPPPPSSA*MPVPRATDKDHSTQPGTMGRKKIQISRILDQRNRQVTFTKRKFGLMKKAYELSVLCDCEIALIIFNSANRLFQYASTDMDRVLLKYTEYSEPHESRTNTDILETLKRRGIGLDGPELEPDEGPEEPGEKFRRLAGEGGDPALPRPRLYPAAPAMPSPDVVYGALPPPGCDPSGLGEALPA.... Protein 2 (ENSG00000172059) has sequence MHTPDFAGPDDARAVDIMDICESILERKRHDSERSTCSILEQTDMEAVEALVCMSSWGQRSQKGDLLRIRPLTPVSDSGDVTTTVHMDAATPELPKDFHSLSTLCITPPQSPDLVEPSTRTPVSPQVTDSKACTATDVLQSSAVVARALSGGAERGLLGLEPVPSSPCRAKGTSVIRHTGESPAACFPTIQTPDCRLSDSREGEEQLLGHFETLQDTHLTDSLLSTNLVSCQPCLHKSGGLLLTDKGQQAGWPGAVQTCSPKNYENDLPRKTTPLISVSVPAPPVLCQMIPVTGQSSMLP.... Result: 0 (the proteins do not interact). (4) Protein 1 (ENSG00000132677) has sequence MAGSPSRAAGRRLQLPLLCLFLQGATAVLFAVFVRYNHKTDAALWHRSNHSNADNEFYFRYPNGVSLLLPRLECNGTISAHHNLCLPGSSDSPASVS*MAGSPSRAAGRRLQLPLLCLFLQGATAVLFAVFVRYNHKTDAALWHRSNHSNADNEFYFRYPSFQDVHAMVFVGFGFLMVFLQRYGFSSVGFTFLLAAFALQWSTLVQGFLHSFHGGHIHVGVESMINADFCAGAVLISFGAVLGKTGPTQLLLMALLEVVLFGINEFVLLHLLGVRDAGGSMTIHTFGAYFGLVLSRVLYR.... Protein 2 (ENSG00000184351) has sequence MSHYGSYYGGLGYSCGGFGGLGYGYGCGCGSFCRRGSGCGYGGYGYGSGFGSYGYGSGFGGYGYGSGFGGYGYGCCRPSYNGGYGFSGFY*. Result: 1 (the proteins interact). (5) Result: 0 (the proteins do not interact). Protein 2 (ENSG00000175166) has sequence MEEGGRDKAPVQPQQSPAAAPGGTDEKPSGKERRDAGDKDKEQELSEEDKQLQDELEMLVERLGEKDTSLYRPALEELRRQIRSSTTSMTSVPKPLKFLRPHYGKLKEIYENMAPGENKRFAADIISVLAMTMSGERECLKYRLVGSQEELASWGHEYVRHLAGEVAKEWQELDDAEKVQREPLLTLVKEIVPYNMAHNAEHEACDLLMEIEQVDMLEKDIDENAYAKVCLYLTSCVNYVPEPENSALLRCALGVFRKFSRFPEALRLALMLNDMELVEDIFTSCKDVVVQKQMAFMLGR.... Protein 1 (ENSG00000168918) has sequence MVPCWNHGNITRSKAEELLSRTGKDGSFLVRASESISRAYALCVLYRNCVYTYRILPNEDDKFTVQASEGVSMRFFTKLDQLIEFYKKENMGLVTHLQYPVPLEEEDTGDDPEEDTESVVSPPELPPRNIPLTASSCEAKEVPFSNENPRATETSRPSLSETLFQRLQSMDTSGLPEEHLKAIQDYLSTQLAQDSEFVKTGSSSLPHLKKLTTLLCKELYGEVIRTLPSLESLQRLFDQQLSPGLRPRPQVPGEANPINMVSKLSQLTSLLSSIEDKVKALLHEGPESPHRPSLIPPVTF....